Dataset: Full USPTO retrosynthesis dataset with 1.9M reactions from patents (1976-2016). Task: Predict the reactants needed to synthesize the given product. (1) Given the product [OH:25][N:24]=[CH:1][C:3]1[CH:10]=[CH:9][C:6]([C:7]#[N:8])=[CH:5][C:4]=1[O:11][C:12]1[CH:17]=[CH:16][CH:15]=[CH:14][CH:13]=1, predict the reactants needed to synthesize it. The reactants are: [CH:1]([C:3]1[CH:10]=[CH:9][C:6]([C:7]#[N:8])=[CH:5][C:4]=1[O:11][C:12]1[CH:17]=[CH:16][CH:15]=[CH:14][CH:13]=1)=O.C([O-])(=O)C.[Na+].Cl.[NH2:24][OH:25]. (2) The reactants are: [CH:1]([N-:4][CH:5]([CH3:7])C)([CH3:3])C.[Li+].[I:9][C:10]1[CH:15]=[CH:14][C:13]([C:16]([C:21]2[CH:38]=[CH:37][C:24]([O:25][CH:26]([C:31]3C=CC=CN=3)[C:27]([O:29][CH3:30])=[O:28])=[CH:23][CH:22]=2)([CH3:20])[CH:17]([CH3:19])[CH3:18])=[CH:12][CH:11]=1.[CH3:39]N1CCCN(C)C1=O.IC. Given the product [I:9][C:10]1[CH:15]=[CH:14][C:13]([C:16]([C:21]2[CH:22]=[CH:23][C:24]([O:25][C:26]([C:7]3[CH:5]=[N:4][CH:1]=[CH:3][CH:39]=3)([CH3:31])[C:27]([O:29][CH3:30])=[O:28])=[CH:37][CH:38]=2)([CH3:20])[CH:17]([CH3:18])[CH3:19])=[CH:12][CH:11]=1, predict the reactants needed to synthesize it. (3) Given the product [CH2:7]([NH:19][C:2]1[CH:6]=[CH:5][S:4][CH:3]=1)[CH2:8][CH2:9][CH2:10][CH2:11][CH2:12][CH2:13][CH2:14][CH2:15][CH2:16][CH2:17][CH3:18], predict the reactants needed to synthesize it. The reactants are: Br[C:2]1[CH:6]=[CH:5][S:4][CH:3]=1.[CH2:7]([NH2:19])[CH2:8][CH2:9][CH2:10][CH2:11][CH2:12][CH2:13][CH2:14][CH2:15][CH2:16][CH2:17][CH3:18].[O-]P([O-])([O-])=O.[K+].[K+].[K+]. (4) The reactants are: Br[C:2]1[CH:7]=[C:6]([F:8])[C:5]([F:9])=[C:4]([N+:10]([O-])=O)[C:3]=1Br.C(N(CC)CC)C.[H][H]. Given the product [F:9][C:5]1[C:6]([F:8])=[CH:7][CH:2]=[CH:3][C:4]=1[NH2:10], predict the reactants needed to synthesize it. (5) Given the product [Cl:1][C:2]1[CH:7]=[C:6]([S:8]([CH2:11][CH3:12])(=[O:9])=[O:10])[CH:5]=[CH:4][C:3]=1[C:13]1[CH:18]=[C:17]([Cl:19])[CH:16]=[CH:15][C:14]=1[O:20][CH2:21][C:22]([OH:24])=[O:23], predict the reactants needed to synthesize it. The reactants are: [Cl:1][C:2]1[CH:7]=[C:6]([S:8]([CH2:11][CH3:12])(=[O:10])=[O:9])[CH:5]=[CH:4][C:3]=1[C:13]1[CH:18]=[C:17]([Cl:19])[CH:16]=[CH:15][C:14]=1[O:20][CH2:21][C:22]([O:24]CC)=[O:23].[OH-].[Na+].Cl. (6) Given the product [F:1][C:2]1[CH:3]=[C:4]([N:11]2[C:15](=[O:16])[N:14]([CH3:17])[N:13]=[N:12]2)[CH:5]=[C:6]([N+:8]([O-:10])=[O:9])[CH:7]=1, predict the reactants needed to synthesize it. The reactants are: [F:1][C:2]1[CH:3]=[C:4]([N:11]2[C:15](=[O:16])[NH:14][N:13]=[N:12]2)[CH:5]=[C:6]([N+:8]([O-:10])=[O:9])[CH:7]=1.[C:17]([O-])([O-])=O.[K+].[K+].IC.O. (7) Given the product [F:45][C:39]1[CH:40]=[CH:41][CH:42]=[C:43]([F:44])[C:38]=1[C:36]1[S:37][C:33]([NH:32][C:30](=[O:31])[O:29][C:25]([CH3:27])([CH3:26])[CH3:28])=[C:34]([C:46](=[O:47])[NH:22][C:6]2[CH:5]=[N:4][N:3]([CH2:1][CH3:2])[C:7]=2[N:8]2[CH2:14][CH2:13][CH2:12][C@H:11]([NH:15][C:16](=[O:21])[C:17]([F:20])([F:19])[F:18])[CH2:10][CH2:9]2)[N:35]=1, predict the reactants needed to synthesize it. The reactants are: [CH2:1]([N:3]1[C:7]([N:8]2[CH2:14][CH2:13][CH2:12][C@H:11]([NH:15][C:16](=[O:21])[C:17]([F:20])([F:19])[F:18])[CH2:10][CH2:9]2)=[C:6]([N+:22]([O-])=O)[CH:5]=[N:4]1)[CH3:2].[C:25]([O:29][C:30]([NH:32][C:33]1[S:37][C:36]([C:38]2[C:43]([F:44])=[CH:42][CH:41]=[CH:40][C:39]=2[F:45])=[N:35][C:34]=1[C:46](O)=[O:47])=[O:31])([CH3:28])([CH3:27])[CH3:26].